This data is from Full USPTO retrosynthesis dataset with 1.9M reactions from patents (1976-2016). The task is: Predict the reactants needed to synthesize the given product. (1) The reactants are: [NH2:1][N:2]1[C:7](=[O:8])[C:6]2[C:9]([C:12]3[CH:17]=[CH:16][C:15]([F:18])=[CH:14][CH:13]=3)=[CH:10][S:11][C:5]=2[N:4]=[CH:3]1.[C:19]12([CH2:29][C:30](Cl)=[O:31])[CH2:28][CH:23]3[CH2:24][CH:25]([CH2:27][CH:21]([CH2:22]3)[CH2:20]1)[CH2:26]2. Given the product [C:19]12([CH2:29][C:30]([NH:1][N:2]3[C:7](=[O:8])[C:6]4[C:9]([C:12]5[CH:13]=[CH:14][C:15]([F:18])=[CH:16][CH:17]=5)=[CH:10][S:11][C:5]=4[N:4]=[CH:3]3)=[O:31])[CH2:26][CH:25]3[CH2:24][CH:23]([CH2:22][CH:21]([CH2:27]3)[CH2:20]1)[CH2:28]2, predict the reactants needed to synthesize it. (2) Given the product [NH2:19][C:17]1[CH:18]=[C:13]([CH2:12][CH2:11][C:7]2[CH:6]=[C:5]([CH:10]=[CH:9][CH:8]=2)[C:3]#[N:4])[NH:21][N:22]=1, predict the reactants needed to synthesize it. The reactants are: [H-].[Na+].[C:3]([C:5]1[CH:6]=[C:7]([CH2:11][CH2:12][C:13](OC)=O)[CH:8]=[CH:9][CH:10]=1)#[N:4].[C:17](#[N:19])[CH3:18].Cl.[NH2:21][NH2:22].